From a dataset of Full USPTO retrosynthesis dataset with 1.9M reactions from patents (1976-2016). Predict the reactants needed to synthesize the given product. (1) Given the product [F:44][C:43]([F:45])([F:46])[C:41]1[CH:42]=[C:37]([CH:38]=[C:39]([C:47]([F:48])([F:49])[F:50])[CH:40]=1)[C:36]([NH:35][CH2:34][C@H:31]1[CH2:30][CH2:29][C@H:28]([NH:27][CH2:3][CH2:2][NH:1][S:18]([C:21]([F:22])([F:23])[F:24])(=[O:19])=[O:20])[CH2:33][CH2:32]1)=[O:51], predict the reactants needed to synthesize it. The reactants are: [NH2:1][CH2:2][CH2:3]O.C(N(CC)CC)C.[F:22][C:21]([F:24])([F:23])[S:18](O[S:18]([C:21]([F:24])([F:23])[F:22])(=[O:20])=[O:19])(=[O:20])=[O:19].[NH2:27][C@H:28]1[CH2:33][CH2:32][C@H:31]([CH2:34][NH:35][C:36](=[O:51])[C:37]2[CH:42]=[C:41]([C:43]([F:46])([F:45])[F:44])[CH:40]=[C:39]([C:47]([F:50])([F:49])[F:48])[CH:38]=2)[CH2:30][CH2:29]1. (2) Given the product [F:1][C:2]1[C:10]2[S:9][CH:8]=[C:7]([CH:11]=[O:12])[C:6]=2[CH:5]=[CH:4][CH:3]=1, predict the reactants needed to synthesize it. The reactants are: [F:1][C:2]1[C:10]2[S:9][CH:8]=[CH:7][C:6]=2[CH:5]=[CH:4][CH:3]=1.[CH3:11][O:12]C(Cl)Cl.C([O-])(O)=O.[Na+]. (3) The reactants are: [Pb](Cl)Cl.Br[CH2:5]Br.[F:7][C:8]1[CH:9]=[C:10]([C:16](=O)[CH:17]([CH3:19])[CH3:18])[CH:11]=[CH:12][C:13]=1OC.Cl.C1C[O:25][CH2:24]C1. Given the product [F:7][C:8]1[CH:13]=[CH:12][CH:11]=[C:10]([C:16](=[CH2:5])[CH:17]([CH3:18])[CH3:19])[C:9]=1[O:25][CH3:24], predict the reactants needed to synthesize it. (4) Given the product [C:1]([O:5][C:6](=[O:36])[N:7]([C:16]1[S:17][C@:18]2([C:33]3[N:37]=[N:38][NH:39][C:34]=3[CH3:35])[C@H:20]([C@:21]([C:25]3[CH:30]=[C:29]([Br:31])[CH:28]=[CH:27][C:26]=3[F:32])([CH2:23][F:24])[N:22]=1)[CH2:19]2)[CH2:8][O:9][CH2:10][CH2:11][Si:12]([CH3:14])([CH3:13])[CH3:15])([CH3:4])([CH3:3])[CH3:2], predict the reactants needed to synthesize it. The reactants are: [C:1]([O:5][C:6](=[O:36])[N:7]([C:16]1[S:17][C@:18]2([C:33]#[C:34][CH3:35])[C@H:20]([C@:21]([C:25]3[CH:30]=[C:29]([Br:31])[CH:28]=[CH:27][C:26]=3[F:32])([CH2:23][F:24])[N:22]=1)[CH2:19]2)[CH2:8][O:9][CH2:10][CH2:11][Si:12]([CH3:15])([CH3:14])[CH3:13])([CH3:4])([CH3:3])[CH3:2].[N-:37]=[N+:38]=[N-:39].[Na+].O=C1O[C@H]([C@H](CO)O)C([O-])=C1O.[Na+].N#N.CN[C@@H]1CCCC[C@H]1NC. (5) Given the product [C:31]([C@H:29]([C@@H:27]([C:26]([OH:35])=[O:34])[OH:28])[OH:30])([OH:33])=[O:32].[NH2:1][CH:2]1[CH2:11][C:10]2[C:5](=[C:6]([N:12]3[CH2:16][CH2:15][CH2:14][C:13]3=[O:17])[CH:7]=[CH:8][CH:9]=2)[N:4]([CH2:18][C:19]2[CH:20]=[CH:21][CH:22]=[CH:23][CH:24]=2)[C:3]1=[O:25], predict the reactants needed to synthesize it. The reactants are: [NH2:1][CH:2]1[CH2:11][C:10]2[C:5](=[C:6]([N:12]3[CH2:16][CH2:15][CH2:14][C:13]3=[O:17])[CH:7]=[CH:8][CH:9]=2)[N:4]([CH2:18][C:19]2[CH:24]=[CH:23][CH:22]=[CH:21][CH:20]=2)[C:3]1=[O:25].[C:26]([OH:35])(=[O:34])[C@H:27]([C@@H:29]([C:31]([OH:33])=[O:32])[OH:30])[OH:28]. (6) Given the product [NH2:23][C:20]1[N:21]=[CH:22][C:17]([C:3]2[CH:4]=[CH:5][C:6]([C:25]3[CH:30]=[CH:29][CH:28]=[CH:27][C:26]=3[S:31]([N:34]3[CH2:35][CH2:36][N:37]([CH2:40][CH2:41][OH:42])[CH2:38][CH2:39]3)(=[O:33])=[O:32])=[CH:7][C:2]=2[F:1])=[N:18][CH:19]=1, predict the reactants needed to synthesize it. The reactants are: [F:1][C:2]1[CH:7]=[C:6](B2OC(C)(C)C(C)(C)O2)[CH:5]=[CH:4][C:3]=1[C:17]1[N:18]=[CH:19][C:20]([NH2:23])=[N:21][CH:22]=1.Br[C:25]1[CH:30]=[CH:29][CH:28]=[CH:27][C:26]=1[S:31]([N:34]1[CH2:39][CH2:38][N:37]([CH2:40][CH2:41][OH:42])[CH2:36][CH2:35]1)(=[O:33])=[O:32].